This data is from Catalyst prediction with 721,799 reactions and 888 catalyst types from USPTO. The task is: Predict which catalyst facilitates the given reaction. Reactant: [C:1]([C:5]1[CH:6]=[C:7]([C:15]2[N:16]=[C:17]([C:27]([O:29]CC)=[O:28])[S:18][C:19]=2[CH2:20][CH:21]2[CH2:26][CH2:25][CH2:24][CH2:23][CH2:22]2)[CH:8]=[C:9]([C:11]2([CH3:14])[CH2:13][CH2:12]2)[CH:10]=1)([CH3:4])([CH3:3])[CH3:2].[OH-].[K+:33]. Product: [C:1]([C:5]1[CH:6]=[C:7]([C:15]2[N:16]=[C:17]([C:27]([O-:29])=[O:28])[S:18][C:19]=2[CH2:20][CH:21]2[CH2:26][CH2:25][CH2:24][CH2:23][CH2:22]2)[CH:8]=[C:9]([C:11]2([CH3:14])[CH2:13][CH2:12]2)[CH:10]=1)([CH3:2])([CH3:3])[CH3:4].[K+:33]. The catalyst class is: 5.